This data is from Reaction yield outcomes from USPTO patents with 853,638 reactions. The task is: Predict the reaction yield, written as a fraction of the theoretical maximum amount of product (1.0 means a 100% yield; for example, 0.34 means a 34% yield). The reactants are [CH3:1][O:2][C:3]1[CH:4]=[C:5]([CH:15]=O)[C:6]2[C:11]([C:12]=1[O:13][CH3:14])=[CH:10][CH:9]=[CH:8][CH:7]=2.[CH2:17]([NH2:21])[CH2:18][CH2:19][CH3:20]. The catalyst is CCO.O=[Pt]=O. The product is [CH2:17]([NH:21][CH2:15][C:5]1[C:6]2[C:11](=[CH:10][CH:9]=[CH:8][CH:7]=2)[C:12]([O:13][CH3:14])=[C:3]([O:2][CH3:1])[CH:4]=1)[CH2:18][CH2:19][CH3:20]. The yield is 0.870.